From a dataset of NCI-60 drug combinations with 297,098 pairs across 59 cell lines. Regression. Given two drug SMILES strings and cell line genomic features, predict the synergy score measuring deviation from expected non-interaction effect. (1) Drug 1: C1CC(=O)NC(=O)C1N2CC3=C(C2=O)C=CC=C3N. Drug 2: CC(C)NC(=O)C1=CC=C(C=C1)CNNC.Cl. Cell line: A498. Synergy scores: CSS=1.07, Synergy_ZIP=-1.49, Synergy_Bliss=0.0640, Synergy_Loewe=-1.35, Synergy_HSA=-1.24. (2) Drug 1: CCC1(CC2CC(C3=C(CCN(C2)C1)C4=CC=CC=C4N3)(C5=C(C=C6C(=C5)C78CCN9C7C(C=CC9)(C(C(C8N6C=O)(C(=O)OC)O)OC(=O)C)CC)OC)C(=O)OC)O.OS(=O)(=O)O. Drug 2: C1=NC2=C(N=C(N=C2N1C3C(C(C(O3)CO)O)F)Cl)N. Cell line: M14. Synergy scores: CSS=14.7, Synergy_ZIP=-3.39, Synergy_Bliss=1.44, Synergy_Loewe=-0.0538, Synergy_HSA=2.48. (3) Drug 1: CC1C(C(CC(O1)OC2CC(CC3=C2C(=C4C(=C3O)C(=O)C5=C(C4=O)C(=CC=C5)OC)O)(C(=O)C)O)N)O.Cl. Drug 2: CCCCC(=O)OCC(=O)C1(CC(C2=C(C1)C(=C3C(=C2O)C(=O)C4=C(C3=O)C=CC=C4OC)O)OC5CC(C(C(O5)C)O)NC(=O)C(F)(F)F)O. Cell line: 786-0. Synergy scores: CSS=27.4, Synergy_ZIP=-6.84, Synergy_Bliss=-1.21, Synergy_Loewe=-0.836, Synergy_HSA=-0.739. (4) Drug 1: CC12CCC3C(C1CCC2=O)CC(=C)C4=CC(=O)C=CC34C. Drug 2: CC1CCC2CC(C(=CC=CC=CC(CC(C(=O)C(C(C(=CC(C(=O)CC(OC(=O)C3CCCCN3C(=O)C(=O)C1(O2)O)C(C)CC4CCC(C(C4)OC)O)C)C)O)OC)C)C)C)OC. Cell line: RXF 393. Synergy scores: CSS=30.1, Synergy_ZIP=-4.52, Synergy_Bliss=-7.87, Synergy_Loewe=-7.86, Synergy_HSA=-6.02. (5) Drug 1: CCC1=C2CN3C(=CC4=C(C3=O)COC(=O)C4(CC)O)C2=NC5=C1C=C(C=C5)O. Drug 2: CN1C2=C(C=C(C=C2)N(CCCl)CCCl)N=C1CCCC(=O)O.Cl. Cell line: SF-539. Synergy scores: CSS=37.9, Synergy_ZIP=2.09, Synergy_Bliss=4.68, Synergy_Loewe=-28.0, Synergy_HSA=5.09. (6) Drug 1: CN1CCC(CC1)COC2=C(C=C3C(=C2)N=CN=C3NC4=C(C=C(C=C4)Br)F)OC. Drug 2: CC=C1C(=O)NC(C(=O)OC2CC(=O)NC(C(=O)NC(CSSCCC=C2)C(=O)N1)C(C)C)C(C)C. Cell line: SNB-19. Synergy scores: CSS=46.5, Synergy_ZIP=-2.09, Synergy_Bliss=-2.76, Synergy_Loewe=-61.7, Synergy_HSA=-2.29.